Task: Regression/Classification. Given a drug SMILES string, predict its absorption, distribution, metabolism, or excretion properties. Task type varies by dataset: regression for continuous measurements (e.g., permeability, clearance, half-life) or binary classification for categorical outcomes (e.g., BBB penetration, CYP inhibition). Dataset: cyp2c19_veith.. Dataset: CYP2C19 inhibition data for predicting drug metabolism from PubChem BioAssay (1) The drug is Cc1sc2ccccc2c1CC1=NCCN1. The result is 0 (non-inhibitor). (2) The compound is Cn1cc(-c2nc3cnc(N4CCOCC4)nc3n(CCC#N)c2=O)c2ccccc21. The result is 0 (non-inhibitor).